This data is from Forward reaction prediction with 1.9M reactions from USPTO patents (1976-2016). The task is: Predict the product of the given reaction. (1) Given the reactants CN(CCN(C)C)C.[CH2:9]=[CH:10][C:11]1[CH:16]=[CH:15][CH:14]=[CH:13][CH:12]=1.C([Li])CCC.[CH2:22]=[CH:23][C:24](=[CH2:26])[CH3:25].CO[Si](OC)(OC)OC, predict the reaction product. The product is: [CH2:9]=[CH:10][C:11]1[CH:16]=[CH:15][CH:14]=[CH:13][CH:12]=1.[CH2:22]=[CH:23][C:24](=[CH2:25])[CH3:26].[CH2:9]=[CH:10][C:11]1[CH:16]=[CH:15][CH:14]=[CH:13][CH:12]=1. (2) Given the reactants [F:1][C:2]([F:22])([F:21])[C:3]([N:5]1[CH2:15][CH:14]2[CH2:16][CH:7]([C:8]3[CH:9]=[C:10]([N+:18]([O-])=O)[C:11]([OH:17])=[CH:12][C:13]=32)[CH2:6]1)=[O:4], predict the reaction product. The product is: [F:22][C:2]([F:1])([F:21])[C:3]([N:5]1[CH2:15][CH:14]2[CH2:16][CH:7]([C:8]3[CH:9]=[C:10]([NH2:18])[C:11]([OH:17])=[CH:12][C:13]=32)[CH2:6]1)=[O:4]. (3) The product is: [F:33][C:2]1([F:1])[O:6][C:5]2[CH:7]=[CH:8][C:9]([NH:11][C:12]([C:14]3[CH:19]=[CH:18][CH:17]=[CH:16][C:15]=3[NH:20][CH2:21][C:22]3[CH:27]=[CH:26][N:25]=[C:24]([C:28]([OH:30])=[O:29])[CH:23]=3)=[O:13])=[CH:10][C:4]=2[O:3]1. Given the reactants [F:1][C:2]1([F:33])[O:6][C:5]2[CH:7]=[CH:8][C:9]([NH:11][C:12]([C:14]3[CH:19]=[CH:18][CH:17]=[CH:16][C:15]=3[NH:20][CH2:21][C:22]3[CH:27]=[CH:26][N:25]=[C:24]([C:28]([O:30]CC)=[O:29])[CH:23]=3)=[O:13])=[CH:10][C:4]=2[O:3]1.Cl, predict the reaction product. (4) Given the reactants Br[CH2:2][CH2:3][CH2:4][N:5]1[C:9]2[CH:10]=[CH:11][CH:12]=[CH:13][C:8]=2[N:7]([C:14]2[CH:19]=[CH:18][CH:17]=[CH:16][C:15]=2[O:20][CH3:21])[S:6]1(=[O:23])=[O:22].[CH3:24][NH2:25], predict the reaction product. The product is: [CH3:21][O:20][C:15]1[CH:16]=[CH:17][CH:18]=[CH:19][C:14]=1[N:7]1[C:8]2[CH:13]=[CH:12][CH:11]=[CH:10][C:9]=2[N:5]([CH2:4][CH2:3][CH2:2][NH:25][CH3:24])[S:6]1(=[O:23])=[O:22]. (5) Given the reactants [OH:1][C:2]1[C:11]2[C:6](=[CH:7][CH:8]=[CH:9][CH:10]=2)[CH:5]=[CH:4][C:3]=1[C:12]([OH:14])=O.[Cl:15][C:16]1[CH:22]=[C:21]([S:23]([C:26]([F:29])([F:28])[F:27])(=[O:25])=[O:24])[CH:20]=[CH:19][C:17]=1[NH2:18], predict the reaction product. The product is: [Cl:15][C:16]1[CH:22]=[C:21]([S:23]([C:26]([F:27])([F:28])[F:29])(=[O:25])=[O:24])[CH:20]=[CH:19][C:17]=1[NH:18][C:12]([C:3]1[CH:4]=[CH:5][C:6]2[C:11](=[CH:10][CH:9]=[CH:8][CH:7]=2)[C:2]=1[OH:1])=[O:14]. (6) Given the reactants ClCCl.[NH2:4][C:5]1[CH:10]=[CH:9][C:8]([C:11](=[O:14])[CH2:12][CH3:13])=[CH:7][CH:6]=1.N1C=CC=CC=1.Cl[C:22]([O:24][CH3:25])=[O:23], predict the reaction product. The product is: [C:11]([C:8]1[CH:7]=[CH:6][C:5]([NH:4][C:22](=[O:23])[O:24][CH3:25])=[CH:10][CH:9]=1)(=[O:14])[CH2:12][CH3:13]. (7) Given the reactants S(S([O-])=O)([O-])=O.[Na+].[Na+].[N+:9]([C:12]1[CH:17]=[CH:16][C:15]([N:18]2[CH:22]=[CH:21][CH:20]=[C:19]2[C:23]([O:25][CH3:26])=[O:24])=[CH:14][CH:13]=1)([O-])=O, predict the reaction product. The product is: [NH2:9][C:12]1[CH:17]=[CH:16][C:15]([N:18]2[CH:22]=[CH:21][CH:20]=[C:19]2[C:23]([O:25][CH3:26])=[O:24])=[CH:14][CH:13]=1. (8) Given the reactants N#N.C([SiH2][O:8][C:9](C)(C)[C:10]1[O:14][N:13]=[C:12]([C:15](=[O:17])[CH3:16])[CH:11]=1)(C)(C)C.COC(OC)OC.C([O-])(O)=O.[Na+], predict the reaction product. The product is: [OH:8][CH2:9][C:10]1[O:14][N:13]=[C:12]([C:15](=[O:17])[CH3:16])[CH:11]=1.